From a dataset of Peptide-MHC class I binding affinity with 185,985 pairs from IEDB/IMGT. Regression. Given a peptide amino acid sequence and an MHC pseudo amino acid sequence, predict their binding affinity value. This is MHC class I binding data. (1) The peptide sequence is GEIGIRNWL. The MHC is HLA-B15:09 with pseudo-sequence HLA-B15:09. The binding affinity (normalized) is 0.0847. (2) The peptide sequence is YILGFAIPI. The MHC is HLA-A80:01 with pseudo-sequence HLA-A80:01. The binding affinity (normalized) is 0.0847. (3) The peptide sequence is VLDIISSKQY. The MHC is HLA-A03:01 with pseudo-sequence HLA-A03:01. The binding affinity (normalized) is 0.409. (4) The peptide sequence is PLTFGWCYKL. The MHC is HLA-B51:01 with pseudo-sequence HLA-B51:01. The binding affinity (normalized) is 0.